Dataset: Reaction yield outcomes from USPTO patents with 853,638 reactions. Task: Predict the reaction yield, written as a fraction of the theoretical maximum amount of product (1.0 means a 100% yield; for example, 0.34 means a 34% yield). (1) The reactants are [Br:1][C:2]1[CH:7]=[CH:6][C:5]([N:8]2[C:16]3[C:11](=[CH:12][C:13]([C:17]#[C:18][CH2:19][CH2:20][CH2:21][O:22][S:23]([CH3:26])(=[O:25])=[O:24])=[CH:14][CH:15]=3)[CH:10]=[CH:9]2)=[CH:4][CH:3]=1. The catalyst is CCOC(C)=O.CCO.CCCCCC.O=[Pt]=O. The product is [Br:1][C:2]1[CH:7]=[CH:6][C:5]([N:8]2[C:16]3[C:11](=[CH:12][C:13]([CH2:17][CH2:18][CH2:19][CH2:20][CH2:21][O:22][S:23]([CH3:26])(=[O:24])=[O:25])=[CH:14][CH:15]=3)[CH:10]=[CH:9]2)=[CH:4][CH:3]=1. The yield is 0.950. (2) The reactants are [Cl:1][C:2]1[CH:23]=[C:22]([C:24]([F:27])([F:26])[F:25])[CH:21]=[CH:20][C:3]=1[CH2:4][N:5]1[C:9]([CH2:10][CH2:11][C:12]([O:14]CC)=[O:13])=[CH:8][C:7]([CH:17]([CH3:19])[CH3:18])=[N:6]1.[OH-].[Na+].O1CCCC1. The catalyst is C(O)C. The product is [Cl:1][C:2]1[CH:23]=[C:22]([C:24]([F:27])([F:25])[F:26])[CH:21]=[CH:20][C:3]=1[CH2:4][N:5]1[C:9]([CH2:10][CH2:11][C:12]([OH:14])=[O:13])=[CH:8][C:7]([CH:17]([CH3:19])[CH3:18])=[N:6]1. The yield is 0.680. (3) The reactants are [Cl:1][C:2]1[C:7]([Cl:8])=[C:6]([C:9]2[CH:14]=[CH:13][C:12]([O:15][CH3:16])=[CH:11][CH:10]=2)[N:5]=[C:4]([C:17]([O:19]C(C)C)=[O:18])[CH:3]=1.[OH-].[K+]. The catalyst is O1CCCC1.O. The product is [Cl:1][C:2]1[C:7]([Cl:8])=[C:6]([C:9]2[CH:10]=[CH:11][C:12]([O:15][CH3:16])=[CH:13][CH:14]=2)[N:5]=[C:4]([C:17]([OH:19])=[O:18])[CH:3]=1. The yield is 0.990. (4) The reactants are Cl.[Br:2][C:3]1[CH:4]=[C:5]([C:8]2[O:12][N:11]=[C:10]([C@H:13]3[CH2:18][CH2:17][CH2:16][NH:15][CH2:14]3)[N:9]=2)[NH:6][CH:7]=1.[F:19][C:20]1[CH:21]=[N:22][CH:23]=[CH:24][C:25]=1[C:26](O)=[O:27]. No catalyst specified. The product is [Br:2][C:3]1[CH:4]=[C:5]([C:8]2[O:12][N:11]=[C:10]([C@H:13]3[CH2:18][CH2:17][CH2:16][N:15]([C:26]([C:25]4[CH:24]=[CH:23][N:22]=[CH:21][C:20]=4[F:19])=[O:27])[CH2:14]3)[N:9]=2)[NH:6][CH:7]=1. The yield is 0.790. (5) The reactants are [NH2:1][C:2]1[N:7]=[CH:6][N:5]=[C:4]([NH:8][C@H:9]([C:20]2[N:25]([C:26]3[CH:31]=[C:30]([F:32])[CH:29]=[C:28]([F:33])[CH:27]=3)[C:24](=[O:34])[C:23]3=[C:35]([C:38]#[N:39])[CH:36]=[CH:37][N:22]3[N:21]=2)[CH2:10][CH2:11][O:12][CH2:13][C:14]2[CH:19]=[CH:18][CH:17]=[CH:16][CH:15]=2)[C:3]=1I.[F:41][C:42]1[CH:43]=[C:44](B(O)O)[CH:45]=[C:46]([OH:48])[CH:47]=1.C(=O)([O-])[O-].[Na+].[Na+]. No catalyst specified. The product is [NH2:1][C:2]1[N:7]=[CH:6][N:5]=[C:4]([NH:8][C@H:9]([C:20]2[N:25]([C:26]3[CH:31]=[C:30]([F:32])[CH:29]=[C:28]([F:33])[CH:27]=3)[C:24](=[O:34])[C:23]3=[C:35]([C:38]#[N:39])[CH:36]=[CH:37][N:22]3[N:21]=2)[CH2:10][CH2:11][O:12][CH2:13][C:14]2[CH:19]=[CH:18][CH:17]=[CH:16][CH:15]=2)[C:3]=1[C:44]1[CH:45]=[C:46]([OH:48])[CH:47]=[C:42]([F:41])[CH:43]=1. The yield is 0.180. (6) The reactants are [C:1]([O:5][C:6]([CH:8]1[NH:12][CH:11]([CH2:13][C:14]([CH3:18])([CH3:17])[CH2:15][OH:16])[C:10]2([C:26]3[C:21](=[CH:22][C:23]([Cl:27])=[CH:24][CH:25]=3)[NH:20][C:19]2=[O:28])[CH:9]1[C:29]1[CH:34]=[CH:33][CH:32]=[C:31]([Cl:35])[C:30]=1[F:36])=[O:7])([CH3:4])([CH3:3])[CH3:2].N1C=CC=CC=1.[C:43](Cl)(=[O:45])[CH3:44]. The catalyst is O1CCCC1. The product is [C:1]([O:5][C:6]([CH:8]1[NH:12][CH:11]([CH2:13][C:14]([CH3:18])([CH3:17])[CH2:15][O:16][C:43](=[O:45])[CH3:44])[C:10]2([C:26]3[C:21](=[CH:22][C:23]([Cl:27])=[CH:24][CH:25]=3)[NH:20][C:19]2=[O:28])[CH:9]1[C:29]1[CH:34]=[CH:33][CH:32]=[C:31]([Cl:35])[C:30]=1[F:36])=[O:7])([CH3:2])([CH3:3])[CH3:4]. The yield is 0.740.